From a dataset of Full USPTO retrosynthesis dataset with 1.9M reactions from patents (1976-2016). Predict the reactants needed to synthesize the given product. (1) Given the product [Cl:1][C:2]1[C:3]([O:25][C@H:26]2[CH2:30][CH2:29][CH2:28][C@@H:27]2[C:31]2[N:35]([CH3:36])[N:34]=[CH:33][CH:32]=2)=[CH:4][C:5]([F:24])=[C:6]([S:8]([NH:11][C:19]2[N:20]=[CH:21][S:22][CH:23]=2)(=[O:10])=[O:9])[CH:7]=1, predict the reactants needed to synthesize it. The reactants are: [Cl:1][C:2]1[C:3]([O:25][C@H:26]2[CH2:30][CH2:29][CH2:28][C@@H:27]2[C:31]2[N:35]([CH3:36])[N:34]=[CH:33][CH:32]=2)=[CH:4][C:5]([F:24])=[C:6]([S:8]([N:11]([C:19]2[N:20]=[CH:21][S:22][CH:23]=2)C(=O)OC(C)(C)C)(=[O:10])=[O:9])[CH:7]=1.FC(F)(F)C(O)=O. (2) The reactants are: [CH3:1][N:2](C)/[CH:3]=[CH:4]/[C:5]([C:7]1[N:11]2[CH:12]=[CH:13][C:14]([CH:16]3[CH2:21][CH2:20][N:19]([C:22]([O:24][CH2:25][C:26]4[CH:31]=[CH:30][CH:29]=[CH:28][CH:27]=4)=[O:23])[CH2:18][CH2:17]3)=[CH:15][C:10]2=[N:9][C:8]=1[C:32]1[CH:37]=[CH:36][C:35]([F:38])=[CH:34][CH:33]=1)=O.C(O)CC.Cl.C(N)=[NH:46].C[O-].[Na+]. Given the product [F:38][C:35]1[CH:36]=[CH:37][C:32]([C:8]2[N:9]=[C:10]3[CH:15]=[C:14]([CH:16]4[CH2:21][CH2:20][N:19]([C:22]([O:24][CH2:25][C:26]5[CH:31]=[CH:30][CH:29]=[CH:28][CH:27]=5)=[O:23])[CH2:18][CH2:17]4)[CH:13]=[CH:12][N:11]3[C:7]=2[C:5]2[CH:4]=[CH:3][N:2]=[CH:1][N:46]=2)=[CH:33][CH:34]=1, predict the reactants needed to synthesize it.